This data is from Forward reaction prediction with 1.9M reactions from USPTO patents (1976-2016). The task is: Predict the product of the given reaction. (1) Given the reactants [N:1]12[CH2:9][CH2:8][CH2:7][C:6]1=[N:5][CH2:4][CH2:3][CH2:2]2.[Cl:10][C:11]1[CH:18]=[CH:17][CH:16]=[CH:15][C:12]=1[CH2:13]Cl.[H-].[Al+3].[Li+].[H-].[H-].[H-].[OH-].[Na+], predict the reaction product. The product is: [Cl:10][C:11]1[CH:18]=[CH:17][CH:16]=[CH:15][C:12]=1[CH2:13][N:5]1[CH:6]2[N:1]([CH2:9][CH2:8][CH2:7]2)[CH2:2][CH2:3][CH2:4]1. (2) Given the reactants [CH3:1][C:2]1[CH:10]=[C:9]([CH2:11][O:12][C:13]2[CH:18]=[CH:17][CH:16]=[CH:15][CH:14]=2)[CH:8]=[CH:7][C:3]=1[C:4]([OH:6])=O.C(N(CC)CC)C.[NH2:26][CH2:27][C:28]1[C:29]([OH:36])=[N:30][C:31]([CH3:35])=[CH:32][C:33]=1[CH3:34], predict the reaction product. The product is: [OH:36][C:29]1[C:28]([CH2:27][NH:26][C:4](=[O:6])[C:3]2[CH:7]=[CH:8][C:9]([CH2:11][O:12][C:13]3[CH:18]=[CH:17][CH:16]=[CH:15][CH:14]=3)=[CH:10][C:2]=2[CH3:1])=[C:33]([CH3:34])[CH:32]=[C:31]([CH3:35])[N:30]=1. (3) Given the reactants [Cl:1][C:2]1[CH:3]=[C:4]2[CH:10]=[C:9]([Si](CC)(CC)CC)[NH:8][C:5]2=[N:6][CH:7]=1.CCCC[N+](CCCC)(CCCC)CCCC.[F-], predict the reaction product. The product is: [Cl:1][C:2]1[CH:3]=[C:4]2[CH:10]=[CH:9][NH:8][C:5]2=[N:6][CH:7]=1. (4) Given the reactants COC1C=C(OC)C=CC=1C[NH:6][C:7]1[C:8]2[N:9]([C:13]([C@H:35]3[CH2:40][N:39]4[C:41](=[O:44])[O:42][CH2:43][C@H:38]4[CH2:37][CH2:36]3)=[N:14][C:15]=2[C:16]2[CH:34]=[CH:33][C:19]([C:20]([NH:22][C:23]3[CH:28]=[C:27]([C:29]([F:32])([F:31])[F:30])[CH:26]=[CH:25][N:24]=3)=[O:21])=[CH:18][CH:17]=2)[CH:10]=[CH:11][N:12]=1, predict the reaction product. The product is: [NH2:6][C:7]1[C:8]2[N:9]([C:13]([C@H:35]3[CH2:40][N:39]4[C:41](=[O:44])[O:42][CH2:43][C@H:38]4[CH2:37][CH2:36]3)=[N:14][C:15]=2[C:16]2[CH:17]=[CH:18][C:19]([C:20]([NH:22][C:23]3[CH:28]=[C:27]([C:29]([F:31])([F:30])[F:32])[CH:26]=[CH:25][N:24]=3)=[O:21])=[CH:33][CH:34]=2)[CH:10]=[CH:11][N:12]=1. (5) Given the reactants [C:1]([O:8][CH3:9])(=[O:7])[CH2:2][CH2:3][CH2:4][CH2:5][CH3:6].C1(=O)[O:16][CH:14]([CH3:15])CCC1.CN(C1C=CC2C=C(C(C3CCC(C(O)=O)CC3)=[O:32])C=CC=2C=1)C.C1OC1.B(F)(F)F.CCOCC.[Na+].[Cl-], predict the reaction product. The product is: [OH:32][CH2:15][CH2:14][O:16][CH2:6][CH2:5][CH2:4][CH2:3][CH2:2][C:1]([O:8][CH3:9])=[O:7]. (6) Given the reactants [NH2:1][C:2]1[CH:3]=[C:4]([C:33]2[CH:38]=[CH:37][C:36]([F:39])=[C:35]([F:40])[CH:34]=2)[CH:5]=[CH:6][C:7]=1[C:8]([NH:10][C@@H:11]([C:23]([O:25][CH2:26][C:27]1[CH:32]=[CH:31][CH:30]=[CH:29][CH:28]=1)=[O:24])[CH2:12][C:13]([O:15][CH2:16][C:17]1[CH:22]=[CH:21][CH:20]=[CH:19][CH:18]=1)=[O:14])=[O:9].[N:41]([C:44]1[C:49]([CH3:50])=[CH:48][C:47]([CH3:51])=[CH:46][C:45]=1[CH3:52])=[C:42]=[O:43], predict the reaction product. The product is: [F:40][C:35]1[CH:34]=[C:33]([C:4]2[CH:5]=[CH:6][C:7]([C:8]([NH:10][C@@H:11]([C:23]([O:25][CH2:26][C:27]3[CH:28]=[CH:29][CH:30]=[CH:31][CH:32]=3)=[O:24])[CH2:12][C:13]([O:15][CH2:16][C:17]3[CH:18]=[CH:19][CH:20]=[CH:21][CH:22]=3)=[O:14])=[O:9])=[C:2]([NH:1][C:42]([NH:41][C:44]3[C:45]([CH3:52])=[CH:46][C:47]([CH3:51])=[CH:48][C:49]=3[CH3:50])=[O:43])[CH:3]=2)[CH:38]=[CH:37][C:36]=1[F:39]. (7) Given the reactants [F:1][C:2]1[CH:17]=[C:16]([F:18])[CH:15]=[CH:14][C:3]=1[CH2:4][N:5]1[C:10](=[O:11])[CH:9]=[CH:8][C:7]([CH2:12][OH:13])=[N:6]1, predict the reaction product. The product is: [F:1][C:2]1[CH:17]=[C:16]([F:18])[CH:15]=[CH:14][C:3]=1[CH2:4][N:5]1[C:10](=[O:11])[CH:9]=[CH:8][C:7]([CH:12]=[O:13])=[N:6]1.